Dataset: Forward reaction prediction with 1.9M reactions from USPTO patents (1976-2016). Task: Predict the product of the given reaction. Given the reactants C[O:2][C:3]1[CH:4]=[CH:5][C:6]2[C:10]([C:11]3[CH:12]=[N:13][CH:14]=[CH:15][CH:16]=3)=[CH:9][S:8][C:7]=2[CH:17]=1.[OH-].[Na+].C(=O)(O)[O-].[Na+], predict the reaction product. The product is: [N:13]1[CH:14]=[CH:15][CH:16]=[C:11]([C:10]2[C:6]3[CH:5]=[CH:4][C:3]([OH:2])=[CH:17][C:7]=3[S:8][CH:9]=2)[CH:12]=1.